This data is from Forward reaction prediction with 1.9M reactions from USPTO patents (1976-2016). The task is: Predict the product of the given reaction. Given the reactants [F:1][C:2]1[CH:8]=[CH:7][C:5]([NH2:6])=[C:4]([C:9]([F:12])([F:11])[F:10])[CH:3]=1.[Br:13][C:14]1[CH:15]=[CH:16][C:17]2[N:18]([CH:20]=[C:21]([C:23](OCC)=[O:24])[N:22]=2)[CH:19]=1, predict the reaction product. The product is: [Br:13][C:14]1[CH:15]=[CH:16][C:17]2[N:18]([CH:20]=[C:21]([C:23]([NH:6][C:5]3[CH:7]=[CH:8][C:2]([F:1])=[CH:3][C:4]=3[C:9]([F:10])([F:11])[F:12])=[O:24])[N:22]=2)[CH:19]=1.